Dataset: Full USPTO retrosynthesis dataset with 1.9M reactions from patents (1976-2016). Task: Predict the reactants needed to synthesize the given product. (1) Given the product [Br:34][C:35]1[CH:44]=[CH:43][CH:42]=[C:37]2[C:36]=1[CH2:45][N:12]([CH2:11][CH:10]=[CH:9][B:4]1[O:5][C:6]([CH3:7])([CH3:8])[C:2]([CH3:1])([CH3:20])[O:3]1)[C:13]2=[O:19], predict the reactants needed to synthesize it. The reactants are: [CH3:1][C:2]1([CH3:20])[C:6]([CH3:8])([CH3:7])[O:5][B:4]([CH:9]=[CH:10][CH2:11][NH:12][C:13](=[O:19])OC(C)(C)C)[O:3]1.FC(F)(F)C(O)=O.C(=O)([O-])[O-].[Na+].[Na+].[Br:34][C:35]1[C:36]([CH2:45]Br)=[C:37]([CH:42]=[CH:43][CH:44]=1)C(OC)=O. (2) Given the product [CH2:1]([N:8]1[CH2:13][CH2:12][CH:11]([CH2:14][CH2:15][CH2:16][O:17][S:26]([CH3:25])(=[O:28])=[O:27])[CH2:10][CH2:9]1)[C:2]1[CH:7]=[CH:6][CH:5]=[CH:4][CH:3]=1, predict the reactants needed to synthesize it. The reactants are: [CH2:1]([N:8]1[CH2:13][CH2:12][CH:11]([CH2:14][CH2:15][CH2:16][OH:17])[CH2:10][CH2:9]1)[C:2]1[CH:7]=[CH:6][CH:5]=[CH:4][CH:3]=1.C(N(CC)CC)C.[CH3:25][S:26](Cl)(=[O:28])=[O:27]. (3) Given the product [N+:10]([C:6]1[CH:5]=[C:4]([CH2:3][CH2:2][N:24]2[CH2:25][CH2:26][N:27]([C:32](=[O:45])[CH2:33][C:34]3[CH:35]=[CH:36][C:37]([N:40]4[CH:44]=[N:43][N:42]=[N:41]4)=[CH:38][CH:39]=3)[CH2:28][CH2:29]2)[CH:9]=[CH:8][CH:7]=1)([O-:12])=[O:11], predict the reactants needed to synthesize it. The reactants are: Br[CH2:2][CH2:3][C:4]1[CH:9]=[CH:8][CH:7]=[C:6]([N+:10]([O-:12])=[O:11])[CH:5]=1.[N+](C1C=CC(CC[N:24]2[CH:29]3CC[CH:25]2[CH2:26][N:27]([C:32](=[O:45])[CH2:33][C:34]2[CH:39]=[CH:38][C:37]([N:40]4[CH:44]=[N:43][N:42]=[N:41]4)=[CH:36][CH:35]=2)[CH2:28]3)=CC=1)([O-])=O.